This data is from Catalyst prediction with 721,799 reactions and 888 catalyst types from USPTO. The task is: Predict which catalyst facilitates the given reaction. Reactant: [Cl:1][C:2]1[C:3]2[CH:20]=[CH:19][NH:18][C:4]=2[N:5]=[C:6]([S:8]([C:11]2[CH:16]=[CH:15][C:14]([F:17])=[CH:13][CH:12]=2)(=[O:10])=[O:9])[N:7]=1.CC(C)([O-])C.[K+].[I-].[Na+].Cl[CH2:30][CH2:31][N:32]1[CH2:37][CH2:36][O:35][CH2:34][CH2:33]1. Product: [Cl:1][C:2]1[C:3]2[CH:20]=[CH:19][N:18]([CH2:30][CH2:31][N:32]3[CH2:37][CH2:36][O:35][CH2:34][CH2:33]3)[C:4]=2[N:5]=[C:6]([S:8]([C:11]2[CH:12]=[CH:13][C:14]([F:17])=[CH:15][CH:16]=2)(=[O:9])=[O:10])[N:7]=1. The catalyst class is: 3.